From a dataset of Full USPTO retrosynthesis dataset with 1.9M reactions from patents (1976-2016). Predict the reactants needed to synthesize the given product. (1) Given the product [Cl:16][C:5]1[C:6]([N:8]([CH3:15])[S:9]([N:12]([CH3:14])[CH3:13])(=[O:11])=[O:10])=[N:7][C:2]([NH:31][C@H:32]([C:34]2[N:39]=[CH:38][C:37]([F:40])=[CH:36][N:35]=2)[CH3:33])=[N:3][C:4]=1[NH:17][C:18]1[CH:22]=[C:21]([CH3:23])[NH:20][N:19]=1, predict the reactants needed to synthesize it. The reactants are: Cl[C:2]1[N:7]=[C:6]([N:8]([CH3:15])[S:9]([N:12]([CH3:14])[CH3:13])(=[O:11])=[O:10])[C:5]([Cl:16])=[C:4]([NH:17][C:18]2[CH:22]=[C:21]([CH3:23])[NH:20][N:19]=2)[N:3]=1.ClC1C(NC2C=C(OC)NN=2)=NC([NH:31][C@H:32]([C:34]2[N:39]=[CH:38][C:37]([F:40])=[CH:36][N:35]=2)[CH3:33])=NC=1.CCN(C(C)C)C(C)C. (2) The reactants are: [CH3:1][N:2]1[C:6]2[CH:7]=[C:8]([NH:26]C(=O)C(F)(F)F)[C:9]([O:11][C:12]3[CH:13]=[C:14]([CH:23]=[CH:24][CH:25]=3)[O:15][CH2:16][CH2:17][CH2:18][C:19]([O:21]C)=[O:20])=[CH:10][C:5]=2[N:4]([CH3:33])[C:3]1=[O:34].[OH-].[Na+]. Given the product [NH2:26][C:8]1[C:9]([O:11][C:12]2[CH:13]=[C:14]([CH:23]=[CH:24][CH:25]=2)[O:15][CH2:16][CH2:17][CH2:18][C:19]([OH:21])=[O:20])=[CH:10][C:5]2[N:4]([CH3:33])[C:3](=[O:34])[N:2]([CH3:1])[C:6]=2[CH:7]=1, predict the reactants needed to synthesize it. (3) Given the product [F:23][C:16]1[C:17]2[C:22](=[CH:21][CH:20]=[CH:19][CH:18]=2)[C:13]([C:11](=[O:12])[CH:2]([OH:25])[CH2:3][CH2:4][CH2:5][C:6]([O:8][CH2:9][CH3:10])=[O:7])=[CH:14][CH:15]=1, predict the reactants needed to synthesize it. The reactants are: Br[CH:2]([C:11]([C:13]1[C:22]2[C:17](=[CH:18][CH:19]=[CH:20][CH:21]=2)[C:16]([F:23])=[CH:15][CH:14]=1)=[O:12])[CH2:3][CH2:4][CH2:5][C:6]([O:8][CH2:9][CH3:10])=[O:7].C([O-])=[O:25].[Na+].CO. (4) Given the product [NH:15]1[CH:16]=[CH:17][C:13]([NH:12][C:4]2[N:3]=[C:2]([C:26]3[CH:27]=[CH:28][C:23]([C:21]([OH:22])=[O:20])=[CH:24][CH:25]=3)[C:11]3[C:6]([CH:5]=2)=[CH:7][CH:8]=[CH:9][CH:10]=3)=[N:14]1, predict the reactants needed to synthesize it. The reactants are: Cl[C:2]1[C:11]2[C:6](=[CH:7][CH:8]=[CH:9][CH:10]=2)[CH:5]=[C:4]([NH:12][C:13]2[CH:17]=[CH:16][NH:15][N:14]=2)[N:3]=1.C([O:20][C:21]([C:23]1[CH:28]=[CH:27][C:26](B(O)O)=[CH:25][CH:24]=1)=[O:22])C.